This data is from Reaction yield outcomes from USPTO patents with 853,638 reactions. The task is: Predict the reaction yield, written as a fraction of the theoretical maximum amount of product (1.0 means a 100% yield; for example, 0.34 means a 34% yield). (1) The reactants are [CH:1]([C:3]1[C:4]([F:15])=[CH:5][N:6]=[C:7]2[C:12]=1[N:11]=[C:10]([O:13][CH3:14])[CH:9]=[CH:8]2)=[CH2:2].[H][H]. The catalyst is CCO.[Pd]. The product is [CH2:1]([C:3]1[C:4]([F:15])=[CH:5][N:6]=[C:7]2[C:12]=1[N:11]=[C:10]([O:13][CH3:14])[CH:9]=[CH:8]2)[CH3:2]. The yield is 1.03. (2) The reactants are COC([C:5]1[NH:6][CH:7]=[C:8]([C:10]([O:12][CH3:13])=[O:11])[N:9]=1)=O.[CH2:14](Br)[C:15]1[CH:20]=[CH:19][CH:18]=[CH:17][CH:16]=1. The catalyst is CO. The product is [CH3:13][O:12][C:10]([C:7]1[N:6]=[CH:5][N:9]([CH2:14][C:15]2[CH:20]=[CH:19][CH:18]=[CH:17][CH:16]=2)[C:8]=1[C:10]([O:12][CH3:13])=[O:11])=[O:11]. The yield is 0.759. (3) The reactants are [C:1]([C:5]1[CH:9]=[C:8]([NH:10][C:11]([NH:13][C:14]2[CH:19]=[CH:18][C:17]([Cl:20])=[CH:16][CH:15]=2)=[O:12])[N:7]([C:21]2[CH:22]=[C:23]([CH:29]=[CH:30][CH:31]=2)C(OCC)=O)[N:6]=1)([CH3:4])([CH3:3])[CH3:2].C[Mg]Br.[C:35]1([CH3:41])C=CC=C[CH:36]=1.C1C[O:45]CC1. The catalyst is C1COCC1. The product is [C:1]([C:5]1[CH:9]=[C:8]([NH:10][C:11]([NH:13][C:14]2[CH:15]=[CH:16][C:17]([Cl:20])=[CH:18][CH:19]=2)=[O:12])[N:7]([C:21]2[CH:31]=[CH:30][CH:29]=[C:23]([C:35]([OH:45])([CH3:41])[CH3:36])[CH:22]=2)[N:6]=1)([CH3:4])([CH3:3])[CH3:2]. The yield is 0.810.